From a dataset of Reaction yield outcomes from USPTO patents with 853,638 reactions. Predict the reaction yield, written as a fraction of the theoretical maximum amount of product (1.0 means a 100% yield; for example, 0.34 means a 34% yield). The product is [Br:1][C:2]1[CH:9]=[CH:8][C:5]([CH:6]=[C:15]2[C:16](=[O:18])[O:17][C:12]([CH3:20])([CH3:11])[O:13][C:14]2=[O:19])=[C:4]([CH3:10])[CH:3]=1. The reactants are [Br:1][C:2]1[CH:9]=[CH:8][C:5]([CH:6]=O)=[C:4]([CH3:10])[CH:3]=1.[CH3:11][C:12]1([CH3:20])[O:17][C:16](=[O:18])[CH2:15][C:14](=[O:19])[O:13]1. The yield is 0.850. The catalyst is O.O1CCOCC1.